Predict the reactants needed to synthesize the given product. From a dataset of Full USPTO retrosynthesis dataset with 1.9M reactions from patents (1976-2016). (1) Given the product [C:4]([O:3][C:1]([N:8]1[CH2:13][CH2:12][CH:11]([NH:19][CH2:15][CH:16]([CH3:18])[CH3:17])[CH2:10][CH2:9]1)=[O:2])([CH3:7])([CH3:6])[CH3:5], predict the reactants needed to synthesize it. The reactants are: [C:1]([N:8]1[CH2:13][CH2:12][C:11](=O)[CH2:10][CH2:9]1)([O:3][C:4]([CH3:7])([CH3:6])[CH3:5])=[O:2].[CH2:15]([NH2:19])[CH:16]([CH3:18])[CH3:17].[H][H]. (2) Given the product [CH:2]([C:3]1[CH:4]=[C:5]([S:9]([NH:12][CH2:13][C:14]2[CH:19]=[CH:18][CH:17]=[CH:16][N:15]=2)(=[O:11])=[O:10])[CH:6]=[CH:7][CH:8]=1)=[O:1], predict the reactants needed to synthesize it. The reactants are: [OH:1][CH2:2][C:3]1[CH:4]=[C:5]([S:9]([NH:12][CH2:13][C:14]2[CH:19]=[CH:18][CH:17]=[CH:16][N:15]=2)(=[O:11])=[O:10])[CH:6]=[CH:7][CH:8]=1. (3) Given the product [Cl:34][C:35]1[CH:40]=[CH:39][C:38]([C:41]2[CH:46]=[CH:45][C:21]([C:20]([NH:19][C:14]3[CH:13]=[CH:12][C:11]4[CH:10]=[C:9]([CH2:8][CH2:7][N:2]5[CH2:6][CH2:5][CH2:4][CH2:3]5)[CH2:18][CH2:17][C:16]=4[CH:15]=3)=[O:22])=[CH:43][CH:42]=2)=[CH:37][CH:36]=1, predict the reactants needed to synthesize it. The reactants are: Cl.[N:2]1([CH2:7][CH2:8][C:9]2[CH2:18][CH2:17][C:16]3[CH:15]=[C:14]([NH:19][C:20](=[O:22])[CH3:21])[CH:13]=[CH:12][C:11]=3[CH:10]=2)[CH2:6][CH2:5][CH2:4][CH2:3]1.CCN=C=NCCCN(C)C.[Cl:34][C:35]1[CH:40]=[CH:39][C:38]([C:41]2[CH:46]=[CH:45]C(C(O)=O)=[CH:43][CH:42]=2)=[CH:37][CH:36]=1.